Dataset: Forward reaction prediction with 1.9M reactions from USPTO patents (1976-2016). Task: Predict the product of the given reaction. (1) Given the reactants [C:1](=[O:4])([O-])[OH:2].[Na+].Cl.NO.[C:9]([C:11]1[C:12](=[O:40])[N:13]([CH2:17][C@H:18]2[C@H:24]([C:25]3[CH:30]=[CH:29][C:28]([Cl:31])=[C:27]([Cl:32])[CH:26]=3)[O:23][CH2:22][CH2:21][N:20]([C:33]([O:35][C:36]([CH3:39])([CH3:38])[CH3:37])=[O:34])[CH2:19]2)[CH:14]=[CH:15][CH:16]=1)#[N:10].C1(C2CCCCCCCCCC=2)CCCCCCCCN[N:42]=1, predict the reaction product. The product is: [Cl:32][C:27]1[CH:26]=[C:25]([C@@H:24]2[O:23][CH2:22][CH2:21][N:20]([C:33]([O:35][C:36]([CH3:37])([CH3:39])[CH3:38])=[O:34])[CH2:19][C@H:18]2[CH2:17][N:13]2[CH:14]=[CH:15][CH:16]=[C:11]([C:9]3[NH:42][C:1](=[O:4])[O:2][N:10]=3)[C:12]2=[O:40])[CH:30]=[CH:29][C:28]=1[Cl:31]. (2) Given the reactants Cl[CH2:2][C:3]([N:5]1[CH2:10][CH2:9][N:8]([C:11]2[CH:16]=[CH:15][C:14]([Cl:17])=[C:13]([O:18][CH3:19])[CH:12]=2)[CH2:7][CH2:6]1)=[O:4].[C:20]1(N2CCOC2=O)[CH:25]=[CH:24][CH:23]=[CH:22][CH:21]=1.[C:32]([O-])([O-])=[O:33].[Cs+].[Cs+].C[N:39]([CH:41]=[O:42])[CH3:40], predict the reaction product. The product is: [Cl:17][C:14]1[CH:15]=[CH:16][C:11]([N:8]2[CH2:9][CH2:10][N:5]([C:3](=[O:4])[CH2:2][N:39]3[CH2:40][CH:32]([C:20]4[CH:21]=[CH:22][CH:23]=[CH:24][CH:25]=4)[O:33][C:41]3=[O:42])[CH2:6][CH2:7]2)=[CH:12][C:13]=1[O:18][CH3:19]. (3) Given the reactants [CH2:1]1CCN2C(=NCCC2)CC1.C[N+](C)=C.[I-].[C:17]([O:21][C:22]([C@@:24]1([CH2:38][CH2:39][CH:40]=[O:41])[CH2:28][C:27](=[O:29])[N:26]([C@@H:30]([C:32]2[CH:37]=[CH:36][CH:35]=[CH:34][CH:33]=2)[CH3:31])[CH2:25]1)=[O:23])([CH3:20])([CH3:19])[CH3:18].[Cl-].[NH4+], predict the reaction product. The product is: [C:17]([O:21][C:22]([C@@:24]1([CH2:38][C:39](=[CH2:1])[CH:40]=[O:41])[CH2:28][C:27](=[O:29])[N:26]([C@@H:30]([C:32]2[CH:37]=[CH:36][CH:35]=[CH:34][CH:33]=2)[CH3:31])[CH2:25]1)=[O:23])([CH3:20])([CH3:19])[CH3:18]. (4) Given the reactants [Cl:1][C:2]1[C:7]([O:8][CH3:9])=[CH:6][CH:5]=[CH:4][C:3]=1[CH:10]([OH:25])[C:11]1[CH:16]=[C:15]([CH3:17])[CH:14]=[CH:13][C:12]=1[NH:18][C:19](=[O:24])[C:20]([CH3:23])([CH3:22])[CH3:21], predict the reaction product. The product is: [Cl:1][C:2]1[C:7]([O:8][CH3:9])=[CH:6][CH:5]=[CH:4][C:3]=1[C:10]([C:11]1[CH:16]=[C:15]([CH3:17])[CH:14]=[CH:13][C:12]=1[NH:18][C:19](=[O:24])[C:20]([CH3:22])([CH3:21])[CH3:23])=[O:25]. (5) Given the reactants C(OC([NH:8][C@H:9]([C:13]1[CH:18]=[CH:17][C:16](OCCOC(C)(C)C)=[CH:15][CH:14]=1)[C:10]([OH:12])=[O:11])=O)(C)(C)C.ClC[C:29]([N:31]([CH3:33])[CH3:32])=[O:30].[H-].[Na+].[C:36]([O:40][C:41](N[C@@H](C1C=CC(O)=CC=1)C(O)=O)=[O:42])([CH3:39])([CH3:38])[CH3:37].CN(C)[CH:57]=[O:58], predict the reaction product. The product is: [C:36]([O:40][C:41]([C@@:9]([NH2:8])([C:13]1[CH:14]=[CH:15][C:16]([C:29](=[O:30])[N:31]([CH3:33])[CH3:32])=[CH:17][C:18]=1[O:58][CH3:57])[C:10]([OH:12])=[O:11])=[O:42])([CH3:39])([CH3:38])[CH3:37]. (6) Given the reactants [OH:1][C@:2]1([C:13]2[S:14][C:15]([C:18]3[CH:23]=[C:22]([NH:24][C:25]4[N:30]=[C:29]([C:31]([F:34])([F:33])[F:32])[CH:28]=[CH:27][N:26]=4)[CH:21]=[C:20]([CH3:35])[CH:19]=3)=[CH:16][N:17]=2)[CH2:7][CH2:6][C@H:5]([C:8]([OH:10])=[O:9])[C:4]([CH3:12])([CH3:11])[CH2:3]1.[OH-].[K+:37], predict the reaction product. The product is: [OH:1][C@:2]1([C:13]2[S:14][C:15]([C:18]3[CH:23]=[C:22]([NH:24][C:25]4[N:30]=[C:29]([C:31]([F:33])([F:34])[F:32])[CH:28]=[CH:27][N:26]=4)[CH:21]=[C:20]([CH3:35])[CH:19]=3)=[CH:16][N:17]=2)[CH2:7][CH2:6][C@H:5]([C:8]([O-:10])=[O:9])[C:4]([CH3:11])([CH3:12])[CH2:3]1.[K+:37]. (7) Given the reactants [S:1]1[CH:5]=[CH:4][N:3]=[C:2]1[C:6]([NH2:8])=[NH:7].C([O-])(O)=O.[Na+].[CH3:14][O:15][C:16](=[O:30])/[C:17](/[C:27](=O)[CH3:28])=[C:18](/[C:20]1[CH:25]=[CH:24][C:23]([F:26])=[CH:22][CH:21]=1)\[CH3:19].CCOC(C)=O, predict the reaction product. The product is: [CH3:14][O:15][C:16]([C:17]1[C:18]([C:20]2[CH:21]=[CH:22][C:23]([F:26])=[CH:24][CH:25]=2)([CH3:19])[N:7]=[C:6]([C:2]2[S:1][CH:5]=[CH:4][N:3]=2)[NH:8][C:27]=1[CH3:28])=[O:30]. (8) Given the reactants [F:1][C:2]1[CH:7]=[CH:6][C:5]([N+:8]([O-:10])=[O:9])=[CH:4][C:3]=1[C:11]1([CH3:29])[CH2:16][S:15](=[O:18])(=[O:17])[C:14]([CH3:20])([CH3:19])[C:13]([NH:21][C:22](=[O:28])[O:23][C:24]([CH3:27])([CH3:26])[CH3:25])=[N:12]1.[CH:30]([N-]C(C)C)([CH3:32])[CH3:31].[Li+].C(Br)C=C, predict the reaction product. The product is: [CH2:32]([CH:16]1[S:15](=[O:18])(=[O:17])[C:14]([CH3:20])([CH3:19])[C:13]([NH:21][C:22](=[O:28])[O:23][C:24]([CH3:27])([CH3:26])[CH3:25])=[N:12][C:11]1([C:3]1[CH:4]=[C:5]([N+:8]([O-:10])=[O:9])[CH:6]=[CH:7][C:2]=1[F:1])[CH3:29])[CH:30]=[CH2:31]. (9) Given the reactants [OH:1][C:2]1[CH:3]=[C:4]([CH:7]=[CH:8][CH:9]=1)[CH2:5][OH:6].[OH-].[Na+].Br[CH2:13][CH2:14][O:15][CH3:16], predict the reaction product. The product is: [CH3:16][O:15][CH2:14][CH2:13][O:1][C:2]1[CH:3]=[C:4]([CH2:5][OH:6])[CH:7]=[CH:8][CH:9]=1.